From a dataset of Full USPTO retrosynthesis dataset with 1.9M reactions from patents (1976-2016). Predict the reactants needed to synthesize the given product. (1) Given the product [Cl:1][C:2]1[CH:11]=[CH:10][C:5]([C:6]([OH:8])=[O:7])=[CH:4][C:3]=1[C:12]1[NH:16][C:15]([CH3:17])=[N:14][C:13]=1[CH3:18], predict the reactants needed to synthesize it. The reactants are: [Cl:1][C:2]1[CH:11]=[CH:10][C:5]([C:6]([O:8]C)=[O:7])=[CH:4][C:3]=1[C:12]1[NH:16][C:15]([CH3:17])=[N:14][C:13]=1[CH3:18].[OH-].[Na+]. (2) Given the product [C:3]1([CH:9]([C:17]2[CH:22]=[CH:21][CH:20]=[CH:19][CH:18]=2)[C:10]2[CH:11]=[CH:12][C:13](=[O:16])[N:14]([CH2:24][CH2:25][CH2:26][C:27]3[CH:28]=[C:29]([CH:37]=[CH:38][CH:39]=3)[O:30][CH2:31][C:32]([O:34][CH2:35][CH3:36])=[O:33])[CH:15]=2)[CH:4]=[CH:5][CH:6]=[CH:7][CH:8]=1, predict the reactants needed to synthesize it. The reactants are: [H-].[Li+].[C:3]1([CH:9]([C:17]2[CH:22]=[CH:21][CH:20]=[CH:19][CH:18]=2)[C:10]2[CH:11]=[CH:12][C:13](=[O:16])[NH:14][CH:15]=2)[CH:8]=[CH:7][CH:6]=[CH:5][CH:4]=1.I[CH2:24][CH2:25][CH2:26][C:27]1[CH:28]=[C:29]([CH:37]=[CH:38][CH:39]=1)[O:30][CH2:31][C:32]([O:34][CH2:35][CH3:36])=[O:33].Cl. (3) Given the product [CH:28]([O:31][C:8]1[CH:13]=[N:12][CH:11]=[CH:10][CH:9]=1)([CH3:30])[CH3:29], predict the reactants needed to synthesize it. The reactants are: [N:12]1[C:13]2[C:8](=CC=[C:8]3[C:13]=2[N:12]=[CH:11][CH:10]=[CH:9]3)[CH:9]=[CH:10][CH:11]=1.C([O-])([O-])=O.[Cs+].[Cs+].IC1C=NC=CC=1.[CH:28]([OH:31])([CH3:30])[CH3:29]. (4) Given the product [NH2:36][C:37]1([C:41]2[CH:42]=[CH:43][C:44]([C:47]3[C:56](=[O:57])[C:55]4[C:50](=[CH:51][CH:52]=[C:53]([Br:58])[CH:54]=4)[O:49][C:48]=3[C:59]3[CH:64]=[CH:63][CH:62]=[CH:61][CH:60]=3)=[CH:45][CH:46]=2)[CH2:38][CH2:39][CH2:40]1, predict the reactants needed to synthesize it. The reactants are: NC1(C2C=CC(C3C(=O)C4C(=CC=C(F)C=4)OC=3C3C=CC=CC=3)=CC=2)CCC1.C(OC(=O)[NH:36][C:37]1([C:41]2[CH:46]=[CH:45][C:44]([C:47]3[C:56](=[O:57])[C:55]4[C:50](=[CH:51][CH:52]=[C:53]([Br:58])[CH:54]=4)[O:49][C:48]=3[C:59]3[CH:64]=[CH:63][CH:62]=[CH:61][CH:60]=3)=[CH:43][CH:42]=2)[CH2:40][CH2:39][CH2:38]1)(C)(C)C. (5) Given the product [ClH:36].[CH2:1]([O:8][C:9]1[CH:14]=[CH:13][N:12]([C:15]2[CH:16]=[CH:17][C:18]3[S:26][C:25]4[CH2:24][CH2:23][NH:22][CH2:21][C:20]=4[C:19]=3[CH:34]=2)[C:11](=[O:35])[CH:10]=1)[C:2]1[CH:7]=[CH:6][CH:5]=[CH:4][CH:3]=1, predict the reactants needed to synthesize it. The reactants are: [CH2:1]([O:8][C:9]1[CH:14]=[CH:13][N:12]([C:15]2[CH:16]=[CH:17][C:18]3[S:26][C:25]4[CH2:24][CH2:23][N:22](C(OC(C)(C)C)=O)[CH2:21][C:20]=4[C:19]=3[CH:34]=2)[C:11](=[O:35])[CH:10]=1)[C:2]1[CH:7]=[CH:6][CH:5]=[CH:4][CH:3]=1.[ClH:36]. (6) Given the product [CH3:50][NH:51][C:4]([C:6]1[CH:7]=[N:8][N:9]([C:11]2[N:19]=[C:18]3[C:14]([N:15]=[CH:16][N:17]3[C@@H:20]3[CH2:24][C@H:23]([NH:25][C:26](=[O:29])[CH2:27][CH3:28])[C@@H:22]([OH:30])[C@H:21]3[OH:31])=[C:13]([NH:32][CH:33]([C:42]3[CH:43]=[CH:44][C:45]([O:48][CH3:49])=[CH:46][CH:47]=3)[C:34]3[CH:39]=[CH:38][C:37]([O:40][CH3:41])=[CH:36][CH:35]=3)[N:12]=2)[CH:10]=1)=[O:3], predict the reactants needed to synthesize it. The reactants are: C([O:3][C:4]([C:6]1[CH:7]=[N:8][N:9]([C:11]2[N:19]=[C:18]3[C:14]([N:15]=[CH:16][N:17]3[C@@H:20]3[CH2:24][C@H:23]([NH:25][C:26](=[O:29])[CH2:27][CH3:28])[C@@H:22]([OH:30])[C@H:21]3[OH:31])=[C:13]([NH:32][CH:33]([C:42]3[CH:47]=[CH:46][C:45]([O:48][CH3:49])=[CH:44][CH:43]=3)[C:34]3[CH:39]=[CH:38][C:37]([O:40][CH3:41])=[CH:36][CH:35]=3)[N:12]=2)[CH:10]=1)=O)C.[CH3:50][NH2:51]. (7) Given the product [Cl:14][C:15]1[CH:16]=[C:17]([NH:18][CH2:2][C:3]2[C:12]3[C:7](=[CH:8][CH:9]=[CH:10][CH:11]=3)[NH:6][C:5](=[O:13])[CH:4]=2)[CH:19]=[CH:20][C:21]=1[F:22], predict the reactants needed to synthesize it. The reactants are: Br[CH2:2][C:3]1[C:12]2[C:7](=[CH:8][CH:9]=[CH:10][CH:11]=2)[NH:6][C:5](=[O:13])[CH:4]=1.[Cl:14][C:15]1[CH:16]=[C:17]([CH:19]=[CH:20][C:21]=1[F:22])[NH2:18]. (8) Given the product [Cl:18][C:19]1[CH:20]=[C:21]([CH:24]=[CH:25][C:26]=1[Cl:27])[CH2:22][NH:23][C:38]1[N:39]=[C:34]([NH:33][CH2:32][CH2:31][CH3:30])[N:35]=[C:36]([NH:44][CH2:45][C:46]#[CH:47])[N:37]=1, predict the reactants needed to synthesize it. The reactants are: ClC1N=C(NNCC#C)N=C(NNCCC)N=1.[Cl:18][C:19]1[CH:20]=[C:21]([CH:24]=[CH:25][C:26]=1[Cl:27])[CH2:22][NH2:23].ClC1[C:30](C)=[C:31](C=CC=1)[CH2:32][NH:33][C:34]1[N:39]=[C:38](NCCC)[N:37]=[C:36]([NH:44][CH2:45][C:46]#[CH:47])[N:35]=1. (9) Given the product [Cl:1][C:2]1[CH:3]=[CH:4][C:5]([S:8]([N:11]([CH3:19])[C:12](=[CH2:17])[C:13]([OH:15])=[O:14])(=[O:9])=[O:10])=[CH:6][CH:7]=1, predict the reactants needed to synthesize it. The reactants are: [Cl:1][C:2]1[CH:7]=[CH:6][C:5]([S:8]([N:11]([CH3:19])[C@@H:12]([CH2:17]O)[C:13]([O:15]C)=[O:14])(=[O:10])=[O:9])=[CH:4][CH:3]=1.[OH-].[Na+].